From a dataset of Forward reaction prediction with 1.9M reactions from USPTO patents (1976-2016). Predict the product of the given reaction. (1) Given the reactants S(OC)(O[CH3:5])(=O)=O.[C:8]1([OH:16])[CH:15]=[C:13]([CH3:14])[CH:12]=[C:10]([OH:11])[CH:9]=1, predict the reaction product. The product is: [CH3:5][O:11][C:10]1[CH:9]=[C:8]([OH:16])[CH:15]=[C:13]([CH3:14])[CH:12]=1. (2) Given the reactants [CH3:1][O:2][C:3]([C@@H:5]1[C@@H:9]([OH:10])[CH2:8][CH2:7][N:6]1[C:11]([O:13][C:14]([CH3:17])([CH3:16])[CH3:15])=[O:12])=[O:4].C1C=CC(P(C2C=CC=CC=2)C2C=CC=CC=2)=CC=1.[C:37](O)(=[O:44])[C:38]1[CH:43]=[CH:42][CH:41]=[CH:40][CH:39]=1.CCOC(/N=N/C(OCC)=O)=O, predict the reaction product. The product is: [CH3:1][O:2][C:3]([C@@H:5]1[C@H:9]([O:10][C:37](=[O:44])[C:38]2[CH:43]=[CH:42][CH:41]=[CH:40][CH:39]=2)[CH2:8][CH2:7][N:6]1[C:11]([O:13][C:14]([CH3:17])([CH3:16])[CH3:15])=[O:12])=[O:4]. (3) The product is: [Cl:1][C:2]1[CH:3]=[C:4]([C:21]#[C:22][CH2:23][CH2:24][CH2:25][Cl:26])[C:5]2[O:10][CH:9]([C:11]([F:14])([F:13])[F:12])[C:8]([C:15]([OH:17])=[O:16])=[CH:7][C:6]=2[CH:20]=1. Given the reactants [Cl:1][C:2]1[CH:3]=[C:4]([C:21]#[C:22][CH2:23][CH2:24][CH2:25][Cl:26])[C:5]2[O:10][CH:9]([C:11]([F:14])([F:13])[F:12])[C:8]([C:15]([O:17]CC)=[O:16])=[CH:7][C:6]=2[CH:20]=1.[OH-].[Na+], predict the reaction product. (4) Given the reactants [C:1]1(/[CH:7]=[CH:8]\[CH2:9][O:10][C:11](=[O:22])[C:12](=[N+]=[N-])[C:13]([O:15][C:16]([CH3:19])([CH3:18])[CH3:17])=[O:14])[CH:6]=[CH:5][CH:4]=[CH:3][CH:2]=1.P(OCC)(OCC)OCC, predict the reaction product. The product is: [C:16]([O:15][C:13]([C@:12]12[C@@H:7]([C:1]3[CH:6]=[CH:5][CH:4]=[CH:3][CH:2]=3)[C@H:8]1[CH2:9][O:10][C:11]2=[O:22])=[O:14])([CH3:19])([CH3:18])[CH3:17]. (5) Given the reactants [CH3:1][O:2][C:3](=[O:12])[C:4]1[CH:9]=[C:8]([F:10])[CH:7]=[C:6]([NH2:11])[CH:5]=1.[Br:13][C:14]1[CH:15]=[C:16]([CH:19]=[CH:20][CH:21]=1)[CH:17]=O, predict the reaction product. The product is: [CH3:1][O:2][C:3](=[O:12])[C:4]1[CH:9]=[C:8]([F:10])[CH:7]=[C:6]([N:11]=[CH:17][C:16]2[CH:19]=[CH:20][CH:21]=[C:14]([Br:13])[CH:15]=2)[CH:5]=1.